From a dataset of Full USPTO retrosynthesis dataset with 1.9M reactions from patents (1976-2016). Predict the reactants needed to synthesize the given product. (1) Given the product [CH3:27][C:28]1[C:32]([C:33]2[C:34]([O:57][CH3:58])=[CH:35][C:36]3[C:37]4[N:47]([C@@H:48]([C:50]5[CH:55]=[CH:54][CH:53]=[CH:52][CH:51]=5)[CH3:49])[C:46](=[O:56])[O:45][C:38]=4[C:39]([CH3:43])=[N:40][C:41]=3[CH:42]=2)=[C:31]([CH3:59])[O:30][N:29]=1, predict the reactants needed to synthesize it. The reactants are: N1C=CN=C1.II.C1C=CC(P(C2C=CC=CC=2)C2C=CC=CC=2)=CC=1.[CH3:27][C:28]1[C:32]([C:33]2[C:34]([O:57][CH3:58])=[CH:35][C:36]3[C:37]4[N:47]([C@@H:48]([C:50]5[CH:55]=[CH:54][CH:53]=[CH:52][CH:51]=5)[CH3:49])[C:46](=[O:56])[O:45][C:38]=4[C:39]([CH2:43]O)=[N:40][C:41]=3[CH:42]=2)=[C:31]([CH3:59])[O:30][N:29]=1. (2) Given the product [CH3:65][C:66]([O:27][CH2:26][C:25]([C@@H:24]1[C@@:23]2([CH3:22])[CH2:46][CH2:102][C@@H:97]3[C@:114]4([CH3:115])[C:109](=[CH:110][C:111]([CH2:112][CH2:113]4)=[O:119])[CH2:108][CH2:107][C@H:98]3[C@@H:99]2[CH2:100][CH2:101]1)=[O:38])=[O:67], predict the reactants needed to synthesize it. The reactants are: C1C=[N+]([C@@H:26]2[O:27][C@H:23]([CH2:22]OP(OP(O[CH2:22][C@H:23]3[O:27][C@@H:26](N4C5N=CN=C(N)C=5N=C4)[C@H:25]([OH:38])[C@@H:24]3O)(O)=O)(O)=O)[C@@H:24](O)[C@H:25]2[OH:38])C=C(C(N)=O)C=1.[Cl-].[C:46]1([PH+](C2C=CC=CC=2)C2C=CC=CC=2)C=CC=CC=1.[CH3:65][C:66](O[C@@H]1[C@@]2(C)O[C@](C=C)(C)CC(=O)[C@]2(O)[C@@]2(C)[C@@H](O)CCC(C)(C)[C@@H]2[C@@H]1O)=[O:67].C[N+]1C=[C:97]2[C:102](OC)=[C:101](OC)[CH:100]=[CH:99][C:98]2=[C:107]2C=[CH:115][C:114]3[CH:113]=[C:112]4OC[O:119][C:111]4=[CH:110][C:109]=3[C:108]=12. (3) The reactants are: [C:1]([O:5][C:6](=[O:20])[N:7]([CH2:11][C:12]1[CH:17]=[CH:16][C:15]([F:18])=[C:14]([F:19])[CH:13]=1)[CH2:8][C:9]#[CH:10])([CH3:4])([CH3:3])[CH3:2].[Cl:21][C:22]1[CH:27]=[CH:26][C:25](I)=[CH:24][CH:23]=1.N(C(C)C)C(C)C. Given the product [C:1]([O:5][C:6](=[O:20])[N:7]([CH2:8][C:9]#[C:10][C:25]1[CH:26]=[CH:27][C:22]([Cl:21])=[CH:23][CH:24]=1)[CH2:11][C:12]1[CH:17]=[CH:16][C:15]([F:18])=[C:14]([F:19])[CH:13]=1)([CH3:4])([CH3:2])[CH3:3], predict the reactants needed to synthesize it. (4) Given the product [Cl:10][C:6]1[N:5]=[CH:4][N:3]=[C:2]([N:13]([CH3:12])[CH2:14][CH2:15][CH2:16][C:17]([O:19][CH3:20])=[O:18])[C:7]=1[CH:8]=[O:9], predict the reactants needed to synthesize it. The reactants are: Cl[C:2]1[C:7]([CH:8]=[O:9])=[C:6]([Cl:10])[N:5]=[CH:4][N:3]=1.Cl.[CH3:12][NH:13][CH2:14][CH2:15][CH2:16][C:17]([OH:19])=[O:18].[C:20](=O)([O-])[O-].[Na+].[Na+].CI. (5) Given the product [C:22]1([CH2:23][O:4][C:5]([N:7]2[CH2:12][CH2:11][CH:10]([CH2:13][C:14]3[C:15]([C:27]4[CH:32]=[CH:31][CH:30]=[CH:29][CH:28]=4)=[N:16][C:17]4[C:22]([C:23]=3[C:24]([OH:26])=[O:25])=[CH:21][CH:20]=[CH:19][CH:18]=4)[CH2:9][CH2:8]2)=[O:6])[CH:17]=[CH:18][CH:19]=[CH:20][CH:21]=1, predict the reactants needed to synthesize it. The reactants are: CC(C)([O:4][C:5]([N:7]1[CH2:12][CH2:11][CH:10]([CH2:13][C:14]2[C:15]([C:27]3[CH:32]=[CH:31][CH:30]=[CH:29][CH:28]=3)=[N:16][C:17]3[C:22]([C:23]=2[C:24]([OH:26])=[O:25])=[CH:21][CH:20]=[CH:19][CH:18]=3)[CH2:9][CH2:8]1)=[O:6])C. (6) Given the product [Cl:1][C:2]1[C:3]([C:4]([N:61]2[C:62]3[C:67](=[CH:66][CH:65]=[CH:64][CH:63]=3)[N:58]([CH:55]3[CH2:57][CH2:56]3)[CH2:59][CH2:60]2)=[O:6])=[C:7]([O:12][C:13]2[CH:18]=[C:17]([Cl:19])[CH:16]=[CH:15][C:14]=2[Cl:20])[CH:8]=[C:9]([CH3:11])[N:10]=1, predict the reactants needed to synthesize it. The reactants are: [Cl:1][C:2]1[N:10]=[C:9]([CH3:11])[CH:8]=[C:7]([O:12][C:13]2[CH:18]=[C:17]([Cl:19])[CH:16]=[CH:15][C:14]=2[Cl:20])[C:3]=1[C:4]([O-:6])=O.[Li+].C(N(C(C)C)C(C)C)C.CN(C(ON1N=NC2C=CC=NC1=2)=[N+](C)C)C.F[P-](F)(F)(F)(F)F.[CH:55]1([N:58]2[C:67]3[C:62](=[CH:63][CH:64]=[CH:65][CH:66]=3)[NH:61][CH2:60][CH2:59]2)[CH2:57][CH2:56]1. (7) Given the product [NH2:21][C:11]1[CH:12]=[CH:13][CH:14]=[C:15]([S:16]([CH2:19][CH3:20])(=[O:18])=[O:17])[C:10]=1[CH2:9][NH:8][CH:2]1[CH2:3][C:4](=[O:6])[NH:5][C:1]1=[O:7], predict the reactants needed to synthesize it. The reactants are: [C:1]1(=[O:7])[NH:5][C:4](=[O:6])[CH:3]=[CH:2]1.[NH2:8][CH2:9][C:10]1[C:15]([S:16]([CH2:19][CH3:20])(=[O:18])=[O:17])=[CH:14][CH:13]=[CH:12][C:11]=1[NH2:21].